From a dataset of NCI-60 drug combinations with 297,098 pairs across 59 cell lines. Regression. Given two drug SMILES strings and cell line genomic features, predict the synergy score measuring deviation from expected non-interaction effect. (1) Drug 1: C1=NC2=C(N1)C(=S)N=CN2. Synergy scores: CSS=67.2, Synergy_ZIP=-3.96, Synergy_Bliss=-1.85, Synergy_Loewe=1.65, Synergy_HSA=3.23. Cell line: IGROV1. Drug 2: N.N.Cl[Pt+2]Cl. (2) Drug 2: CC12CCC3C(C1CCC2OP(=O)(O)O)CCC4=C3C=CC(=C4)OC(=O)N(CCCl)CCCl.[Na+]. Synergy scores: CSS=11.6, Synergy_ZIP=-4.68, Synergy_Bliss=-5.09, Synergy_Loewe=-10.3, Synergy_HSA=-5.41. Drug 1: C1=CC=C(C=C1)NC(=O)CCCCCCC(=O)NO. Cell line: A549. (3) Drug 1: CCN(CC)CCNC(=O)C1=C(NC(=C1C)C=C2C3=C(C=CC(=C3)F)NC2=O)C. Drug 2: C1=NNC2=C1C(=O)NC=N2. Cell line: BT-549. Synergy scores: CSS=-0.724, Synergy_ZIP=0.827, Synergy_Bliss=-0.0350, Synergy_Loewe=-1.68, Synergy_HSA=-2.95. (4) Drug 1: CC12CCC3C(C1CCC2=O)CC(=C)C4=CC(=O)C=CC34C. Drug 2: CC12CCC3C(C1CCC2O)C(CC4=C3C=CC(=C4)O)CCCCCCCCCS(=O)CCCC(C(F)(F)F)(F)F. Cell line: NCI-H522. Synergy scores: CSS=9.12, Synergy_ZIP=-1.25, Synergy_Bliss=-2.28, Synergy_Loewe=-1.49, Synergy_HSA=-1.18. (5) Drug 1: CCC1=C2CN3C(=CC4=C(C3=O)COC(=O)C4(CC)O)C2=NC5=C1C=C(C=C5)O. Drug 2: C1=NNC2=C1C(=O)NC=N2. Cell line: UO-31. Synergy scores: CSS=10.4, Synergy_ZIP=-6.40, Synergy_Bliss=1.48, Synergy_Loewe=-14.3, Synergy_HSA=1.10. (6) Synergy scores: CSS=10.7, Synergy_ZIP=1.98, Synergy_Bliss=5.39, Synergy_Loewe=6.18, Synergy_HSA=6.25. Cell line: A549. Drug 1: CC1C(C(=O)NC(C(=O)N2CCCC2C(=O)N(CC(=O)N(C(C(=O)O1)C(C)C)C)C)C(C)C)NC(=O)C3=C4C(=C(C=C3)C)OC5=C(C(=O)C(=C(C5=N4)C(=O)NC6C(OC(=O)C(N(C(=O)CN(C(=O)C7CCCN7C(=O)C(NC6=O)C(C)C)C)C)C(C)C)C)N)C. Drug 2: C1C(C(OC1N2C=NC3=C2NC=NCC3O)CO)O. (7) Drug 1: CC12CCC(CC1=CCC3C2CCC4(C3CC=C4C5=CN=CC=C5)C)O. Drug 2: CC1=C2C(C(=O)C3(C(CC4C(C3C(C(C2(C)C)(CC1OC(=O)C(C(C5=CC=CC=C5)NC(=O)OC(C)(C)C)O)O)OC(=O)C6=CC=CC=C6)(CO4)OC(=O)C)OC)C)OC. Cell line: CAKI-1. Synergy scores: CSS=45.6, Synergy_ZIP=5.46, Synergy_Bliss=4.45, Synergy_Loewe=3.94, Synergy_HSA=6.32. (8) Drug 1: CC1C(C(CC(O1)OC2CC(OC(C2O)C)OC3=CC4=CC5=C(C(=O)C(C(C5)C(C(=O)C(C(C)O)O)OC)OC6CC(C(C(O6)C)O)OC7CC(C(C(O7)C)O)OC8CC(C(C(O8)C)O)(C)O)C(=C4C(=C3C)O)O)O)O. Drug 2: C(CCl)NC(=O)N(CCCl)N=O. Cell line: UACC-257. Synergy scores: CSS=35.6, Synergy_ZIP=0.160, Synergy_Bliss=0.406, Synergy_Loewe=-1.76, Synergy_HSA=-1.57. (9) Drug 1: CC1=C(C(CCC1)(C)C)C=CC(=CC=CC(=CC(=O)O)C)C. Drug 2: C1=CC=C(C=C1)NC(=O)CCCCCCC(=O)NO. Cell line: HCT116. Synergy scores: CSS=6.59, Synergy_ZIP=-0.583, Synergy_Bliss=2.84, Synergy_Loewe=-20.9, Synergy_HSA=-0.811. (10) Drug 1: CCC1(C2=C(COC1=O)C(=O)N3CC4=CC5=C(C=CC(=C5CN(C)C)O)N=C4C3=C2)O.Cl. Drug 2: C1C(C(OC1N2C=NC(=NC2=O)N)CO)O. Cell line: HCC-2998. Synergy scores: CSS=29.4, Synergy_ZIP=2.26, Synergy_Bliss=1.74, Synergy_Loewe=6.02, Synergy_HSA=6.86.